This data is from Forward reaction prediction with 1.9M reactions from USPTO patents (1976-2016). The task is: Predict the product of the given reaction. Given the reactants Cl[C:2]1[C:3](=[O:14])[NH:4][C:5](=[O:13])[C:6]=1[C:7]1[CH:12]=[CH:11][CH:10]=[CH:9][CH:8]=1.[Cl:15][C:16]1[CH:17]=[C:18]([CH:20]=[CH:21][CH:22]=1)[NH2:19], predict the reaction product. The product is: [Cl:15][C:16]1[CH:17]=[C:18]([NH:19][C:2]2[C:3](=[O:14])[NH:4][C:5](=[O:13])[C:6]=2[C:7]2[CH:12]=[CH:11][CH:10]=[CH:9][CH:8]=2)[CH:20]=[CH:21][CH:22]=1.